The task is: Predict which catalyst facilitates the given reaction.. This data is from Catalyst prediction with 721,799 reactions and 888 catalyst types from USPTO. (1) Reactant: [Br:1][C:2]1[C:6](I)=[C:5]([C:8]2[CH:13]=[CH:12][C:11]([F:14])=[CH:10][C:9]=2[Cl:15])[N:4]([CH3:16])[N:3]=1.C([Li])CCC.[F:22][C:23]1[CH:30]=[C:29]([F:31])[CH:28]=[CH:27][C:24]=1[CH:25]=[O:26].[Cl-].[NH4+]. The catalyst class is: 7. Product: [Br:1][C:2]1[C:6]([CH:25]([C:24]2[CH:27]=[CH:28][C:29]([F:31])=[CH:30][C:23]=2[F:22])[OH:26])=[C:5]([C:8]2[CH:13]=[CH:12][C:11]([F:14])=[CH:10][C:9]=2[Cl:15])[N:4]([CH3:16])[N:3]=1. (2) Reactant: C([O:8][CH2:9][C:10]1([CH2:23][O:24][CH2:25][CH:26]2[CH2:29][CH2:28][CH2:27]2)[CH2:15][CH2:14][N:13]([C:16]([O:18][C:19]([CH3:22])([CH3:21])[CH3:20])=[O:17])[CH2:12][CH2:11]1)C1C=CC=CC=1.[H][H]. Product: [CH:26]1([CH2:25][O:24][CH2:23][C:10]2([CH2:9][OH:8])[CH2:11][CH2:12][N:13]([C:16]([O:18][C:19]([CH3:20])([CH3:21])[CH3:22])=[O:17])[CH2:14][CH2:15]2)[CH2:27][CH2:28][CH2:29]1. The catalyst class is: 19. (3) Reactant: Cl.[N:2]1([C:8]([C:10]2[CH:15]=[CH:14][C:13]([C:16]3[CH:17]=[C:18]4[C:24]([C:25]5[CH:33]=[CH:32][C:28]([C:29]([NH2:31])=[O:30])=[CH:27][CH:26]=5)=[CH:23][NH:22][C:19]4=[N:20][CH:21]=3)=[CH:12][CH:11]=2)=[O:9])[CH2:7][CH2:6][NH:5][CH2:4][CH2:3]1.C(N(CC)CC)C.[C:41](OC(=O)C)(=[O:43])[CH3:42].CCOC(C)=O. Product: [C:41]([N:5]1[CH2:4][CH2:3][N:2]([C:8]([C:10]2[CH:15]=[CH:14][C:13]([C:16]3[CH:17]=[C:18]4[C:24]([C:25]5[CH:26]=[CH:27][C:28]([C:29]([NH2:31])=[O:30])=[CH:32][CH:33]=5)=[CH:23][NH:22][C:19]4=[N:20][CH:21]=3)=[CH:12][CH:11]=2)=[O:9])[CH2:7][CH2:6]1)(=[O:43])[CH3:42]. The catalyst class is: 5. (4) Reactant: [CH2:1]([CH:5]1[CH:9](O)[C:8]2[CH:11]=[C:12]([NH:15][C:16](=[O:18])[CH3:17])[CH:13]=[CH:14][C:7]=2[O:6]1)[CH2:2][CH2:3][CH3:4].O.C1(C)C=CC(S(O)(=O)=O)=CC=1. Product: [CH2:1]([C:5]1[O:6][C:7]2[CH:14]=[CH:13][C:12]([NH:15][C:16](=[O:18])[CH3:17])=[CH:11][C:8]=2[CH:9]=1)[CH2:2][CH2:3][CH3:4]. The catalyst class is: 4. (5) Reactant: [C:1]([C:3]1[CH:4]=[C:5]2[N:11]=[C:10]([C:12]([C:16]3[C:24]([O:25][CH3:26])=[CH:23][C:22]([CH3:27])=[C:21]4[C:17]=3[CH:18]=[CH:19][N:20]4C(OC(C)(C)C)=O)([O:14][CH3:15])[CH3:13])[N:9](COCC[Si](C)(C)C)[C:6]2=[N:7][CH:8]=1)#[N:2].CCCC[N+](CCCC)(CCCC)CCCC.[F-].C1COCC1. Product: [CH3:15][O:14][C:12]([C:10]1[NH:9][C:6]2=[N:7][CH:8]=[C:3]([C:1]#[N:2])[CH:4]=[C:5]2[N:11]=1)([C:16]1[C:24]([O:25][CH3:26])=[CH:23][C:22]([CH3:27])=[C:21]2[C:17]=1[CH:18]=[CH:19][NH:20]2)[CH3:13]. The catalyst class is: 84. (6) Reactant: [CH3:1][O:2][C:3]1[CH:4]=[C:5]([S:9](Cl)(=[O:11])=[O:10])[CH:6]=[CH:7][CH:8]=1.[Cl:13][C:14]1[CH:19]=[CH:18][C:17]([C:20]2[CH:25]=[CH:24][CH:23]=[CH:22][C:21]=2[CH:26]([NH2:28])[CH3:27])=[C:16]([F:29])[CH:15]=1.C(N(CC)CC)C. Product: [Cl:13][C:14]1[CH:19]=[CH:18][C:17]([C:20]2[CH:25]=[CH:24][CH:23]=[CH:22][C:21]=2[CH:26]([NH:28][S:9]([C:5]2[CH:6]=[CH:7][CH:8]=[C:3]([O:2][CH3:1])[CH:4]=2)(=[O:11])=[O:10])[CH3:27])=[C:16]([F:29])[CH:15]=1. The catalyst class is: 10. (7) Reactant: COC1N=C(S(C)(=O)=O)N=C([C:13]2[CH:29]=[CH:28][C:16]3[NH:17][C:18]([NH:20][C:21]([C:23]4[S:24][CH:25]=[CH:26][CH:27]=4)=[O:22])=[N:19][C:15]=3[CH:14]=2)C=1.[C:30]([O-:33])(O)=O.[Na+].[ClH:35]. Product: [Cl:35][C:15]1[CH:14]=[CH:13][CH:29]=[CH:28][C:16]=1[NH:17][C:18]1[NH:19][C:30](=[O:33])[CH:23]=[C:21]([C:13]2[CH:29]=[CH:28][C:16]3[NH:17][C:18]([NH:20][C:21]([C:23]4[S:24][CH:25]=[CH:26][CH:27]=4)=[O:22])=[N:19][C:15]=3[CH:14]=2)[N:20]=1. The catalyst class is: 37. (8) Reactant: [F:1][C:2]1[CH:11]=[C:10]2[C:5]([CH:6]=[CH:7][C:8](=[O:12])[NH:9]2)=[N:4][CH:3]=1.[H-].[Na+].[CH2:15](I)[CH:16]=[CH2:17].O. Product: [F:1][C:2]1[CH:11]=[C:10]2[C:5]([CH:6]=[CH:7][C:8](=[O:12])[N:9]2[CH2:17][CH:16]=[CH2:15])=[N:4][CH:3]=1. The catalyst class is: 3. (9) Reactant: [CH2:1]([O:5][C:6]1[C:15]2[C:10](=[CH:11][CH:12]=[C:13]([C:16]3[S:17][CH:18]=[C:19]([C:21](O)=[O:22])[N:20]=3)[CH:14]=2)[C:9](=[O:24])[N:8]([CH2:25][CH:26]([CH3:28])[CH3:27])[C:7]=1[CH2:29][NH:30][C:31]([O:33][C:34]([CH3:37])([CH3:36])[CH3:35])=[O:32])[CH2:2][CH2:3][CH3:4].Cl.C([N:41]=C=NCCCN(C)C)C.[NH4+].ON1C2C=CC=CC=2N=N1.O. Product: [NH2:41][C:21]([C:19]1[N:20]=[C:16]([C:13]2[CH:14]=[C:15]3[C:10](=[CH:11][CH:12]=2)[C:9](=[O:24])[N:8]([CH2:25][CH:26]([CH3:27])[CH3:28])[C:7]([CH2:29][NH:30][C:31](=[O:32])[O:33][C:34]([CH3:37])([CH3:36])[CH3:35])=[C:6]3[O:5][CH2:1][CH2:2][CH2:3][CH3:4])[S:17][CH:18]=1)=[O:22]. The catalyst class is: 9. (10) Reactant: Cl[C:2]1[C:11]2[C:6](=[CH:7][CH:8]=[CH:9][CH:10]=2)[C:5]([CH2:12][C:13]2[CH:18]=[CH:17][N:16]=[CH:15][CH:14]=2)=[N:4][N:3]=1.[C:19]1([C@@H:25]([NH2:27])[CH3:26])[CH:24]=[CH:23][CH:22]=[CH:21][CH:20]=1. Product: [C:19]1([C@@H:25]([NH:27][C:2]2[C:11]3[C:6](=[CH:7][CH:8]=[CH:9][CH:10]=3)[C:5]([CH2:12][C:13]3[CH:18]=[CH:17][N:16]=[CH:15][CH:14]=3)=[N:4][N:3]=2)[CH3:26])[CH:24]=[CH:23][CH:22]=[CH:21][CH:20]=1. The catalyst class is: 51.